Dataset: Full USPTO retrosynthesis dataset with 1.9M reactions from patents (1976-2016). Task: Predict the reactants needed to synthesize the given product. (1) The reactants are: Cl[C:2]1[N:7]=[C:6]([C:8]2[C:16]3[C:11](=[CH:12][CH:13]=[CH:14][CH:15]=3)[N:10]([S:17]([C:20]3[CH:25]=[CH:24][CH:23]=[CH:22][CH:21]=3)(=[O:19])=[O:18])[CH:9]=2)[C:5]([Cl:26])=[CH:4][N:3]=1.[CH2:27]([O:34][C:35](=[O:45])[NH:36][C:37]1([CH3:44])[CH2:42][CH2:41][CH2:40][CH:39]([NH2:43])[CH2:38]1)[C:28]1[CH:33]=[CH:32][CH:31]=[CH:30][CH:29]=1.Cl.CCN(C(C)C)C(C)C. Given the product [CH2:27]([O:34][C:35](=[O:45])[NH:36][C:37]1([CH3:44])[CH2:42][CH2:41][CH2:40][CH:39]([NH:43][C:2]2[N:7]=[C:6]([C:8]3[C:16]4[C:11](=[CH:12][CH:13]=[CH:14][CH:15]=4)[N:10]([S:17]([C:20]4[CH:21]=[CH:22][CH:23]=[CH:24][CH:25]=4)(=[O:19])=[O:18])[CH:9]=3)[C:5]([Cl:26])=[CH:4][N:3]=2)[CH2:38]1)[C:28]1[CH:29]=[CH:30][CH:31]=[CH:32][CH:33]=1, predict the reactants needed to synthesize it. (2) Given the product [Cl:14][C:15]1[CH:20]=[CH:19][C:18]([CH2:21][C:22]([O:24][CH3:1])=[O:23])=[CH:17][C:16]=1[O:12][CH3:13], predict the reactants needed to synthesize it. The reactants are: [C:1](=O)([O-])[O-].[K+].[K+].S([O:12][CH3:13])(OC)(=O)=O.[Cl:14][C:15]1[CH:20]=[CH:19][C:18]([CH2:21][C:22]([OH:24])=[O:23])=[CH:17][C:16]=1O.CI. (3) Given the product [OH:1][C:2]1[C:6]([C:7]([O:9][CH2:10][CH3:11])=[O:8])=[CH:5][N:4]([C:24]([O:23][C:20]([CH3:22])([CH3:21])[CH3:19])=[O:25])[N:3]=1, predict the reactants needed to synthesize it. The reactants are: [OH:1][C:2]1[C:6]([C:7]([O:9][CH2:10][CH3:11])=[O:8])=[CH:5][NH:4][N:3]=1.C(N(CC)CC)C.[CH3:19][C:20]([O:23][C:24](O[C:24]([O:23][C:20]([CH3:22])([CH3:21])[CH3:19])=[O:25])=[O:25])([CH3:22])[CH3:21]. (4) Given the product [CH2:30]([O:37][C:43](=[O:52])[NH:40][CH2:26][CH:23]1[S:22][C:21]([C:6]2[NH:7][C:8]3[C:4]([CH:5]=2)=[CH:3][C:2]([CH3:1])=[CH:10][C:9]=3[N:11]([CH3:20])[S:12]([C:15]2[S:16][CH:17]=[CH:18][CH:19]=2)(=[O:13])=[O:14])=[N:25][CH2:24]1)[C:31]1[CH:36]=[CH:35][CH:34]=[CH:33][CH:32]=1, predict the reactants needed to synthesize it. The reactants are: [CH3:1][C:2]1[CH:3]=[C:4]2[C:8](=[C:9]([N:11]([CH3:20])[S:12]([C:15]3[S:16][CH:17]=[CH:18][CH:19]=3)(=[O:14])=[O:13])[CH:10]=1)[NH:7][C:6]([C:21]1[S:22][CH:23]([CH2:26]C(O)=O)[CH2:24][N:25]=1)=[CH:5]2.[CH2:30]([OH:37])[C:31]1[CH:36]=[CH:35][CH:34]=[CH:33][CH:32]=1.C([N:40]([CH2:43]C)CC)C.C1(P(N=[N+]=[N-])(C2C=CC=CC=2)=[O:52])C=CC=CC=1. (5) Given the product [CH3:33][CH:32]([CH3:34])[C@H:29]([N:26]1[CH2:25][CH2:24][N:23]([CH2:22][C:17]2[N:18]([CH3:21])[C:19]3[C:15]([N:16]=2)=[C:14]([N:35]2[CH2:36][CH2:37][O:38][CH2:39][CH2:40]2)[N:13]=[C:12]([N:3]2[C:4]4[CH:10]=[CH:9][CH:8]=[CH:7][C:5]=4[N:6]=[C:2]2[CH3:1])[N:20]=3)[CH2:28][CH2:27]1)[CH2:30][OH:31], predict the reactants needed to synthesize it. The reactants are: [CH3:1][C:2]1[NH:3][C:4]2[CH:10]=[CH:9][CH:8]=[CH:7][C:5]=2[N:6]=1.Cl[C:12]1[N:20]=[C:19]2[C:15]([N:16]=[C:17]([CH2:22][N:23]3[CH2:28][CH2:27][N:26]([CH:29]([CH:32]([CH3:34])[CH3:33])[CH2:30][OH:31])[CH2:25][CH2:24]3)[N:18]2[CH3:21])=[C:14]([N:35]2[CH2:40][CH2:39][O:38][CH2:37][CH2:36]2)[N:13]=1. (6) Given the product [F:1][C:2]1[C:3]([CH3:19])=[C:4]([C:8]2([C:15]([O:17][CH3:18])=[O:16])[CH2:9][CH:10]=[C:11]([O:14][S:43]([C:46]([F:49])([F:48])[F:47])(=[O:45])=[O:44])[CH2:12][CH2:13]2)[CH:5]=[CH:6][CH:7]=1, predict the reactants needed to synthesize it. The reactants are: [F:1][C:2]1[C:3]([CH3:19])=[C:4]([C:8]2([C:15]([O:17][CH3:18])=[O:16])[CH2:13][CH2:12][C:11](=[O:14])[CH2:10][CH2:9]2)[CH:5]=[CH:6][CH:7]=1.C1COCC1.C[Si]([N-][Si](C)(C)C)(C)C.[Na+].ClC1C=CC(N([S:43]([C:46]([F:49])([F:48])[F:47])(=[O:45])=[O:44])[S:43]([C:46]([F:49])([F:48])[F:47])(=[O:45])=[O:44])=NC=1. (7) The reactants are: Br[C:2]1[CH:3]=[C:4]([CH:19]=[CH:20][C:21]=1[N:22]1[CH2:26][C@H:25]([OH:27])[C@@H:24]([OH:28])[CH2:23]1)[C:5]([NH:7][C:8]1[CH:13]=[CH:12][C:11]([O:14][C:15]([F:18])([F:17])[F:16])=[CH:10][CH:9]=1)=[O:6].CC1(C)C(C)(C)OB([C:37]2[N:38](C(OC(C)(C)C)=O)[CH:39]=[CH:40][CH:41]=2)O1.C([O-])([O-])=O.[Na+].[Na+].COCCOC. Given the product [OH:28][C@@H:24]1[C@@H:25]([OH:27])[CH2:26][N:22]([C:21]2[CH:20]=[CH:19][C:4]([C:5]([NH:7][C:8]3[CH:13]=[CH:12][C:11]([O:14][C:15]([F:18])([F:17])[F:16])=[CH:10][CH:9]=3)=[O:6])=[CH:3][C:2]=2[C:37]2[NH:38][CH:39]=[CH:40][CH:41]=2)[CH2:23]1, predict the reactants needed to synthesize it. (8) Given the product [ClH:1].[ClH:1].[S:26]1[C:35]2[CH:34]=[C:33]([CH2:36][NH:3][CH:4]3[CH2:9][CH2:8][N:7]([CH2:10][C@H:11]4[N:22]5[C:23]6[N:14]([C:15](=[O:25])[CH:16]=[N:17][C:18]=6[CH:19]=[CH:20][C:21]5=[O:24])[CH2:13][CH2:12]4)[CH2:6][CH2:5]3)[N:32]=[CH:31][C:30]=2[O:29][CH2:28][CH2:27]1, predict the reactants needed to synthesize it. The reactants are: [ClH:1].Cl.[NH2:3][CH:4]1[CH2:9][CH2:8][N:7]([CH2:10][C@H:11]2[N:22]3[C:23]4[N:14]([C:15](=[O:25])[CH:16]=[N:17][C:18]=4[CH:19]=[CH:20][C:21]3=[O:24])[CH2:13][CH2:12]2)[CH2:6][CH2:5]1.[S:26]1[C:35]2[CH:34]=[C:33]([CH:36]=O)[N:32]=[CH:31][C:30]=2[O:29][CH2:28][CH2:27]1.C(O)(=O)C.C([O-])(=O)C.[Na+]. (9) Given the product [Br:1][C:2]1[CH:28]=[CH:27][C:5]2[N:6]([C:14]([C:16]3[CH:17]=[CH:18][C:19]4[O:24][CH2:23][C:22](=[O:25])[NH:21][C:20]=4[CH:26]=3)=[O:15])[C@@H:7]([CH2:10][C:11]([NH2:32])=[O:13])[CH2:8][O:9][C:4]=2[CH:3]=1, predict the reactants needed to synthesize it. The reactants are: [Br:1][C:2]1[CH:28]=[CH:27][C:5]2[N:6]([C:14]([C:16]3[CH:17]=[CH:18][C:19]4[O:24][CH2:23][C:22](=[O:25])[NH:21][C:20]=4[CH:26]=3)=[O:15])[C@@H:7]([CH2:10][C:11]([OH:13])=O)[CH2:8][O:9][C:4]=2[CH:3]=1.C1C[N:32]([P+](ON2N=NC3C=CC=CC2=3)(N2CCCC2)N2CCCC2)CC1.F[P-](F)(F)(F)(F)F.[NH4+].[Cl-].CCOC(C)=O.